Dataset: Forward reaction prediction with 1.9M reactions from USPTO patents (1976-2016). Task: Predict the product of the given reaction. (1) Given the reactants C(N(CC)CC)C.[C:8]([C:10]1[CH:15]=[CH:14][C:13]([CH:16]([CH3:18])[CH3:17])=[CH:12][CH:11]=1)#[CH:9].[CH3:19][C:20]1([CH3:27])[C:24]([CH3:26])([CH3:25])[O:23][BH:22][O:21]1, predict the reaction product. The product is: [CH3:19][C:20]1([CH3:27])[C:24]([CH3:26])([CH3:25])[O:23][B:22](/[CH:9]=[CH:8]/[C:10]2[CH:15]=[CH:14][C:13]([CH:16]([CH3:18])[CH3:17])=[CH:12][CH:11]=2)[O:21]1. (2) Given the reactants [NH2:1][C:2]1[N:7]=[CH:6][N:5]=[C:4]2[N:8]([CH:12]([C:14]3[O:15][C:16]4[C:21]([C:22](=[O:31])[C:23]=3[C:24]3[CH:29]=[CH:28][CH:27]=[C:26]([F:30])[CH:25]=3)=[CH:20][CH:19]=[CH:18][CH:17]=4)[CH3:13])[N:9]=[C:10](I)[C:3]=12.[NH:32]1[C:40]2[C:35](=[CH:36][C:37](B3OC(C)(C)C(C)(C)O3)=[CH:38][CH:39]=2)[CH:34]=[CH:33]1.C(=O)([O-])[O-].[Na+].[Na+].ClCCl, predict the reaction product. The product is: [NH2:1][C:2]1[N:7]=[CH:6][N:5]=[C:4]2[N:8]([CH:12]([C:14]3[O:15][C:16]4[C:21]([C:22](=[O:31])[C:23]=3[C:24]3[CH:29]=[CH:28][CH:27]=[C:26]([F:30])[CH:25]=3)=[CH:20][CH:19]=[CH:18][CH:17]=4)[CH3:13])[N:9]=[C:10]([C:37]3[CH:36]=[C:35]4[C:40](=[CH:39][CH:38]=3)[NH:32][CH:33]=[CH:34]4)[C:3]=12. (3) Given the reactants [CH2:1]1[C:7]2[C:8]3[CH:14]=[CH:13][C:12]([N:15]4[CH:20]=[CH:19][C:18]([C:21]5[CH:26]=[CH:25][C:24]([C:27]([F:30])([F:29])[F:28])=[CH:23][N:22]=5)=[CH:17][C:16]4=[O:31])=[CH:11][C:9]=3[O:10][C:6]=2[CH2:5][CH2:4][CH2:3][NH:2]1.[ClH:32].CCOCC, predict the reaction product. The product is: [ClH:32].[CH2:1]1[C:7]2[C:8]3[CH:14]=[CH:13][C:12]([N:15]4[CH:20]=[CH:19][C:18]([C:21]5[CH:26]=[CH:25][C:24]([C:27]([F:30])([F:29])[F:28])=[CH:23][N:22]=5)=[CH:17][C:16]4=[O:31])=[CH:11][C:9]=3[O:10][C:6]=2[CH2:5][CH2:4][CH2:3][NH:2]1. (4) Given the reactants [C:1]([O:5][C:6]([NH:8][CH2:9][C@H:10]([OH:15])[C:11]([O:13][CH3:14])=[O:12])=[O:7])([CH3:4])([CH3:3])[CH3:2].Cl[C:17]1[N:22]=[CH:21][C:20]([C:23]([O:25][CH3:26])=[O:24])=[CH:19][C:18]=1[N+:27]([O-:29])=[O:28].N12CCCN=C1CCCCC2, predict the reaction product. The product is: [C:1]([O:5][C:6]([NH:8][CH2:9][C@H:10]([O:15][C:17]1[C:18]([N+:27]([O-:29])=[O:28])=[CH:19][C:20]([C:23]([O:25][CH3:26])=[O:24])=[CH:21][N:22]=1)[C:11]([O:13][CH3:14])=[O:12])=[O:7])([CH3:4])([CH3:3])[CH3:2]. (5) Given the reactants [Cl:1][C:2]1[N:7]=[C:6](Cl)[N:5]=[C:4]([NH:9][CH2:10][C:11]#[CH:12])[N:3]=1.[CH:13]1([NH2:19])[CH2:18][CH2:17][CH2:16][CH2:15][CH2:14]1.ClC1N=C(NC(C)C)N=C(NCC#C)N=1, predict the reaction product. The product is: [Cl:1][C:2]1[N:7]=[C:6]([NH:19][CH:13]2[CH2:18][CH2:17][CH2:16][CH2:15][CH2:14]2)[N:5]=[C:4]([NH:9][CH2:10][C:11]#[CH:12])[N:3]=1. (6) Given the reactants [CH2:1]([C:3]1[CH:7]=[C:6]([C:8]([OH:10])=O)[N:5]([CH3:11])[N:4]=1)[CH3:2].CN(C)C=O.C(Cl)(=O)C(Cl)=O.[NH2:23][C:24]1[CH:25]=[C:26]([CH:41]=[CH:42][C:43]=1[F:44])[O:27][C:28]1[CH:29]=[CH:30][C:31]2[N:32]([CH:34]=[C:35]([NH:37][C:38](=[O:40])[CH3:39])[N:36]=2)[N:33]=1, predict the reaction product. The product is: [C:38]([NH:37][C:35]1[N:36]=[C:31]2[CH:30]=[CH:29][C:28]([O:27][C:26]3[CH:41]=[CH:42][C:43]([F:44])=[C:24]([NH:23][C:8]([C:6]4[N:5]([CH3:11])[N:4]=[C:3]([CH2:1][CH3:2])[CH:7]=4)=[O:10])[CH:25]=3)=[N:33][N:32]2[CH:34]=1)(=[O:40])[CH3:39].